This data is from Forward reaction prediction with 1.9M reactions from USPTO patents (1976-2016). The task is: Predict the product of the given reaction. (1) Given the reactants [C:1]([O:5][C:6](=[O:48])[CH2:7][C@H:8]([NH:30]C(OCC1C2C=CC=CC=2C2C1=CC=CC=2)=O)[C:9]([NH:11][C:12]1[CH:17]=[CH:16][C:15]([O:18][CH2:19][CH2:20][CH2:21][NH:22][C:23]([O:25][C:26]([CH3:29])([CH3:28])[CH3:27])=[O:24])=[CH:14][CH:13]=1)=[O:10])([CH3:4])([CH3:3])[CH3:2].N1CCCCC1, predict the reaction product. The product is: [C:1]([O:5][C:6](=[O:48])[CH2:7][C@H:8]([NH2:30])[C:9]([NH:11][C:12]1[CH:17]=[CH:16][C:15]([O:18][CH2:19][CH2:20][CH2:21][NH:22][C:23]([O:25][C:26]([CH3:29])([CH3:28])[CH3:27])=[O:24])=[CH:14][CH:13]=1)=[O:10])([CH3:2])([CH3:4])[CH3:3]. (2) Given the reactants Cl[C:2]1[C:11]2[C:6](=[CH:7][CH:8]=[CH:9][CH:10]=2)[CH:5]=[C:4]([NH:12][C:13]2[CH:17]=[CH:16][NH:15][N:14]=2)[N:3]=1.[Cl:18][C:19]1[CH:24]=[CH:23][C:22](B(O)O)=[CH:21][CH:20]=1, predict the reaction product. The product is: [Cl:18][C:19]1[CH:24]=[CH:23][C:22]([C:2]2[C:11]3[C:6](=[CH:7][CH:8]=[CH:9][CH:10]=3)[CH:5]=[C:4]([NH:12][C:13]3[CH:17]=[CH:16][NH:15][N:14]=3)[N:3]=2)=[CH:21][CH:20]=1. (3) The product is: [CH:1]1([C:4]2[C:8]([C:9]#[N:10])=[CH:7][N:6]([C:12]3[CH:17]=[N:16][C:15]([C:18]([F:21])([F:20])[F:19])=[CH:14][CH:13]=3)[N:5]=2)[CH2:3][CH2:2]1. Given the reactants [CH:1]1([C:4]2[C:8]([C:9]#[N:10])=[CH:7][NH:6][N:5]=2)[CH2:3][CH2:2]1.Br[C:12]1[CH:13]=[CH:14][C:15]([C:18]([F:21])([F:20])[F:19])=[N:16][CH:17]=1.N1CCC[C@H]1C(O)=O.C(=O)([O-])[O-].[K+].[K+], predict the reaction product.